Task: Predict the reactants needed to synthesize the given product.. Dataset: Full USPTO retrosynthesis dataset with 1.9M reactions from patents (1976-2016) (1) Given the product [NH2:8][C:9]1[C:14]([C:15](=[O:16])[C:17]2[CH:22]=[CH:21][CH:20]=[CH:19][C:18]=2[O:23][CH3:24])=[CH:13][N:12]=[C:11]([NH:25][CH:26]2[CH2:31][CH2:30][N:29]([C:3](=[O:5])[CH2:2][CH2:38][N:35]([CH2:36][CH3:37])[CH2:33][CH3:34])[CH2:28][CH2:27]2)[N:10]=1, predict the reactants needed to synthesize it. The reactants are: F[C:2](F)(F)[C:3]([OH:5])=O.[NH2:8][C:9]1[C:14]([C:15]([C:17]2[CH:22]=[CH:21][CH:20]=[CH:19][C:18]=2[O:23][CH3:24])=[O:16])=[CH:13][N:12]=[C:11]([NH:25][CH:26]2[CH2:31][CH2:30][NH:29][CH2:28][CH2:27]2)[N:10]=1.Cl.[CH2:33]([N:35]([CH:38](C)C(O)=O)[CH2:36][CH3:37])[CH3:34]. (2) Given the product [CH3:22][O:21][C:18]1[CH:17]=[CH:16][C:15]([CH2:14][N:11]2[C:12]3[N:13]=[C:4]([CH:3]=[O:2])[CH:5]=[CH:6][C:7]=3[C:8]3=[N:26][CH:25]=[N:24][N:9]3[C:10]2=[O:23])=[CH:20][CH:19]=1, predict the reactants needed to synthesize it. The reactants are: C[O:2][CH:3](OC)[C:4]1[CH:5]=[CH:6][C:7]2[C:8]3[N:9]([N:24]=[CH:25][N:26]=3)[C:10](=[O:23])[N:11]([CH2:14][C:15]3[CH:20]=[CH:19][C:18]([O:21][CH3:22])=[CH:17][CH:16]=3)[C:12]=2[N:13]=1.C1COCC1.Cl.C(=O)(O)[O-].[Na+].